Dataset: Peptide-MHC class I binding affinity with 185,985 pairs from IEDB/IMGT. Task: Regression. Given a peptide amino acid sequence and an MHC pseudo amino acid sequence, predict their binding affinity value. This is MHC class I binding data. (1) The peptide sequence is GIADFIIFK. The MHC is HLA-A23:01 with pseudo-sequence HLA-A23:01. The binding affinity (normalized) is 0.0847. (2) The peptide sequence is DLKRIGASL. The MHC is HLA-A03:01 with pseudo-sequence HLA-A03:01. The binding affinity (normalized) is 0.0847. (3) The peptide sequence is LVVISVIFY. The MHC is HLA-A11:01 with pseudo-sequence HLA-A11:01. The binding affinity (normalized) is 0.0285. (4) The peptide sequence is RANNNRLPK. The MHC is HLA-B15:01 with pseudo-sequence HLA-B15:01. The binding affinity (normalized) is 0. (5) The peptide sequence is TEDLLHLNSLF. The MHC is Mamu-B01 with pseudo-sequence Mamu-B01. The binding affinity (normalized) is 0.0629. (6) The peptide sequence is LPTTLFQPY. The MHC is HLA-B35:01 with pseudo-sequence HLA-B35:01. The binding affinity (normalized) is 0.320.